Task: Regression. Given a peptide amino acid sequence and an MHC pseudo amino acid sequence, predict their binding affinity value. This is MHC class I binding data.. Dataset: Peptide-MHC class I binding affinity with 185,985 pairs from IEDB/IMGT (1) The peptide sequence is QFNFNGHTY. The MHC is HLA-A68:02 with pseudo-sequence HLA-A68:02. The binding affinity (normalized) is 0. (2) The peptide sequence is YQAVVPLVY. The MHC is HLA-A68:01 with pseudo-sequence HLA-A68:01. The binding affinity (normalized) is 0. (3) The peptide sequence is SPLYFTSV. The MHC is H-2-Kb with pseudo-sequence H-2-Kb. The binding affinity (normalized) is 0.327. (4) The peptide sequence is AAGAAVKGV. The MHC is HLA-A02:02 with pseudo-sequence HLA-A02:02. The binding affinity (normalized) is 0. (5) The binding affinity (normalized) is 0.522. The peptide sequence is VVEPPRQLV. The MHC is HLA-A02:11 with pseudo-sequence HLA-A02:11. (6) The peptide sequence is NQNLIPSTVK. The MHC is HLA-A33:01 with pseudo-sequence HLA-A33:01. The binding affinity (normalized) is 0.